This data is from Peptide-MHC class I binding affinity with 185,985 pairs from IEDB/IMGT. The task is: Regression. Given a peptide amino acid sequence and an MHC pseudo amino acid sequence, predict their binding affinity value. This is MHC class I binding data. (1) The peptide sequence is ATVMNNLSEL. The MHC is HLA-A02:01 with pseudo-sequence HLA-A02:01. The binding affinity (normalized) is 0.140. (2) The peptide sequence is EVSTAIAAL. The MHC is HLA-A26:01 with pseudo-sequence HLA-A26:01. The binding affinity (normalized) is 0.765. (3) The peptide sequence is SQLEMCEKY. The MHC is HLA-A30:01 with pseudo-sequence HLA-A30:01. The binding affinity (normalized) is 0.0847.